This data is from Forward reaction prediction with 1.9M reactions from USPTO patents (1976-2016). The task is: Predict the product of the given reaction. Given the reactants [CH2:1]([NH:4][C:5](=[O:16])[C:6]1[CH:11]=[CH:10][CH:9]=[C:8]([C:12]([F:15])([F:14])[F:13])[CH:7]=1)[C:2]#[CH:3].[OH-].[Na+], predict the reaction product. The product is: [CH3:3][C:2]1[O:16][C:5]([C:6]2[CH:11]=[CH:10][CH:9]=[C:8]([C:12]([F:14])([F:15])[F:13])[CH:7]=2)=[N:4][CH:1]=1.